From a dataset of Retrosynthesis with 50K atom-mapped reactions and 10 reaction types from USPTO. Predict the reactants needed to synthesize the given product. (1) The reactants are: CC(C)(C)OC(=O)OC(=O)OC(C)(C)C.Nc1cccc(Cl)n1. Given the product CC(C)(C)OC(=O)Nc1cccc(Cl)n1, predict the reactants needed to synthesize it. (2) Given the product C=CCOc1c(Cl)cc(C(=O)NC2CCC(=O)N(C)N(C(C)C(=O)O)C2=O)cc1Cl, predict the reactants needed to synthesize it. The reactants are: C=CCOc1c(Cl)cc(C(=O)NC2CCC(=O)N(C)N(C(C)C(=O)OCC)C2=O)cc1Cl. (3) Given the product CCOC(=O)CCCCc1ccc(OCc2ccccc2)c(OC)c1, predict the reactants needed to synthesize it. The reactants are: BrCc1ccccc1.CCOC(=O)CCCCc1ccc(O)c(OC)c1. (4) Given the product CC(C)(CCCOC(=O)c1ccccc1)COS(=O)(=O)CCCN, predict the reactants needed to synthesize it. The reactants are: CC(C)(CCCOC(=O)c1ccccc1)COS(=O)(=O)CCCN=[N+]=[N-]. (5) The reactants are: CCOC(=O)COc1ccc(Sc2cc(O)cc(C#Cc3ccc(Cl)cc3)c2)cc1Cl.OCCCN1CCCCC1. Given the product CCOC(=O)COc1ccc(Sc2cc(C#Cc3ccc(Cl)cc3)cc(OCCCN3CCCCC3)c2)cc1Cl, predict the reactants needed to synthesize it. (6) Given the product O=C(Cl)N1CCCc2ccccc21, predict the reactants needed to synthesize it. The reactants are: O=C(Cl)Cl.c1ccc2c(c1)CCCN2. (7) Given the product CN1CC(NC(=O)OC(C)(C)C)=NC(C)(c2cc(N)ccc2F)C1, predict the reactants needed to synthesize it. The reactants are: CN1CC(NC(=O)OC(C)(C)C)=NC(C)(c2cc(N)ccc2F)C1=O.